Dataset: Forward reaction prediction with 1.9M reactions from USPTO patents (1976-2016). Task: Predict the product of the given reaction. (1) Given the reactants [NH2:1][C:2]1[C:7]([CH2:8]O)=[CH:6][CH:5]=[CH:4][N:3]=1.S(Cl)([Cl:12])=O, predict the reaction product. The product is: [ClH:12].[Cl:12][CH2:8][C:7]1[C:2]([NH2:1])=[N:3][CH:4]=[CH:5][CH:6]=1. (2) Given the reactants Br[C:2]1[CH:10]=[CH:9][CH:8]=[C:7]2[C:3]=1[CH:4]=[CH:5][NH:6]2.[CH3:11][O:12][C:13]1[CH:14]=[C:15](B(O)O)[CH:16]=[CH:17][CH:18]=1.[OH-].[Na+], predict the reaction product. The product is: [CH3:11][O:12][C:13]1[CH:18]=[C:17]([C:2]2[CH:10]=[CH:9][CH:8]=[C:7]3[C:3]=2[CH:4]=[CH:5][NH:6]3)[CH:16]=[CH:15][CH:14]=1. (3) Given the reactants [CH3:1][C:2]1[N:7]=[C:6]([NH:8][C:9]([NH2:11])=[S:10])[CH:5]=[CH:4][CH:3]=1.[O:12]1[C:16]2[CH:17]=[CH:18][CH:19]=[CH:20][C:15]=2[CH:14]=[C:13]1[C:21](=O)[CH2:22]Br, predict the reaction product. The product is: [O:12]1[C:16]2=[CH:17][CH:18]=[CH:19][C:20]2=[CH:15][CH:14]=[C:13]1[C:21]1[N:11]=[C:9]([NH:8][C:6]2[CH:5]=[CH:4][CH:3]=[C:2]([CH3:1])[N:7]=2)[S:10][CH:22]=1. (4) Given the reactants [CH3:1][N:2]([CH3:8])[C:3](=[NH:7])[N:4]([CH3:6])[CH3:5].S(OC)(O[CH3:13])(=O)=O, predict the reaction product. The product is: [CH3:1][N:2]([CH3:8])[C:3](=[N:7][CH3:13])[N:4]([CH3:6])[CH3:5]. (5) Given the reactants P(Cl)(Cl)(Cl)=O.O[C:7]1[N:8]=[C:9]([C:20]2[C:28]3[C:23](=[N:24][CH:25]=[CH:26][CH:27]=3)[N:22]([CH2:29][CH2:30][C:31]([F:37])([F:36])[C:32]([F:35])([F:34])[F:33])[N:21]=2)[N:10]=[N:11][C:12]=1[C:13]([CH3:19])([CH3:18])[C:14]([O:16]C)=O.[NH3:38], predict the reaction product. The product is: [CH3:19][C:13]1([CH3:18])[C:12]2[N:11]=[N:10][C:9]([C:20]3[C:28]4[C:23](=[N:24][CH:25]=[CH:26][CH:27]=4)[N:22]([CH2:29][CH2:30][C:31]([F:37])([F:36])[C:32]([F:34])([F:35])[F:33])[N:21]=3)=[N:8][C:7]=2[NH:38][C:14]1=[O:16]. (6) Given the reactants [Cl:1][C:2]1[CH:3]=[CH:4][C:5]2[N:11]3[C:12]([N:15]4[CH2:20][CH2:19][CH:18]([C:21]5[CH:26]=[CH:25][CH:24]=[CH:23][N:22]=5)[CH2:17][CH2:16]4)=[N:13][N:14]=[C:10]3[CH2:9][NH:8][CH2:7][C:6]=2[CH:27]=1.C(N(CC)CC)C.[CH3:35][S:36](Cl)(=[O:38])=[O:37], predict the reaction product. The product is: [Cl:1][C:2]1[CH:3]=[CH:4][C:5]2[N:11]3[C:12]([N:15]4[CH2:20][CH2:19][CH:18]([C:21]5[CH:26]=[CH:25][CH:24]=[CH:23][N:22]=5)[CH2:17][CH2:16]4)=[N:13][N:14]=[C:10]3[CH2:9][N:8]([S:36]([CH3:35])(=[O:38])=[O:37])[CH2:7][C:6]=2[CH:27]=1. (7) Given the reactants [C:1]([C:3]1[CH:4]=[C:5]([CH:20]=[CH:21][CH:22]=1)[CH2:6][CH:7]1[CH2:12][CH2:11][N:10]([C:13]([O:15][C:16]([CH3:19])([CH3:18])[CH3:17])=[O:14])[CH2:9][CH2:8]1)#[N:2].[OH-:23].[Na+].[CH:25]1(Br)[CH2:29][CH2:28][CH2:27][CH2:26]1, predict the reaction product. The product is: [CH:25]1([NH:2][C:1]([C:3]2[CH:4]=[C:5]([CH:20]=[CH:21][CH:22]=2)[CH2:6][CH:7]2[CH2:8][CH2:9][N:10]([C:13]([O:15][C:16]([CH3:17])([CH3:18])[CH3:19])=[O:14])[CH2:11][CH2:12]2)=[O:23])[CH2:29][CH2:28][CH2:27][CH2:26]1.